Dataset: Forward reaction prediction with 1.9M reactions from USPTO patents (1976-2016). Task: Predict the product of the given reaction. (1) Given the reactants [N:1]1([S:10]([C:13]2[CH:14]=[C:15]([CH:19]=[CH:20][CH:21]=2)[C:16](O)=[O:17])(=[O:12])=[O:11])[C:9]2[C:4](=[CH:5][CH:6]=[CH:7][CH:8]=2)[CH2:3][CH2:2]1.[CH3:22][O:23][C:24]1[CH:33]=[CH:32][C:27]2[N:28]=[C:29]([NH2:31])[S:30][C:26]=2[CH:25]=1, predict the reaction product. The product is: [N:1]1([S:10]([C:13]2[CH:14]=[C:15]([CH:19]=[CH:20][CH:21]=2)[C:16]([NH:31][C:29]2[S:30][C:26]3[CH:25]=[C:24]([O:23][CH3:22])[CH:33]=[CH:32][C:27]=3[N:28]=2)=[O:17])(=[O:11])=[O:12])[C:9]2[C:4](=[CH:5][CH:6]=[CH:7][CH:8]=2)[CH2:3][CH2:2]1. (2) Given the reactants [NH2:1][C:2]1[C:3]2[C:10]([C:11]3[CH:16]=[CH:15][CH:14]=[C:13]([O:17][CH2:18][C:19]4[CH:24]=[CH:23][CH:22]=[CH:21][CH:20]=4)[CH:12]=3)=[CH:9][N:8]([C@H:25]3[CH2:28][C@H:27]([CH2:29]O)[CH2:26]3)[C:4]=2[N:5]=[CH:6][N:7]=1.C1(P(C2C=CC=CC=2)C2C=CC=CC=2)C=CC=CC=1.[C:50]1(=[O:60])[NH:54][C:53](=[O:55])[C:52]2=[CH:56][CH:57]=[CH:58][CH:59]=[C:51]12.N(C(OCC)=O)=NC(OCC)=O, predict the reaction product. The product is: [NH2:1][C:2]1[C:3]2[C:10]([C:11]3[CH:16]=[CH:15][CH:14]=[C:13]([O:17][CH2:18][C:19]4[CH:20]=[CH:21][CH:22]=[CH:23][CH:24]=4)[CH:12]=3)=[CH:9][N:8]([C@H:25]3[CH2:26][C@H:27]([CH2:29][N:54]4[C:50](=[O:60])[C:51]5[C:52](=[CH:56][CH:57]=[CH:58][CH:59]=5)[C:53]4=[O:55])[CH2:28]3)[C:4]=2[N:5]=[CH:6][N:7]=1. (3) The product is: [CH3:39][N:40]([CH:41]([C:45]1[CH:50]=[CH:49][CH:48]=[CH:47][CH:46]=1)[CH:42]=[CH2:43])[C:13]([C@H:12]([NH:11][C:9](=[O:10])[O:8][CH2:1][C:2]1[CH:3]=[CH:4][CH:5]=[CH:6][CH:7]=1)[CH2:16][CH:17]=[CH2:18])=[O:15]. Given the reactants [CH2:1]([O:8][C:9]([NH:11][C@H:12]([CH2:16][CH:17]=[CH2:18])[C:13]([OH:15])=O)=[O:10])[C:2]1[CH:7]=[CH:6][CH:5]=[CH:4][CH:3]=1.CCN=C=NCCCN(C)C.Cl.C(OC(=O)N[C@H]1C[CH:43]=[CH:42][C@@H:41]([C:45]2[CH:50]=[CH:49][CH:48]=[CH:47][CH:46]=2)[N:40](C)[C:39]1=O)(C)(C)C, predict the reaction product. (4) Given the reactants [Cl:1][C:2]1[CH:3]=[C:4]([C:12]2[O:16][N:15]=[C:14]([C:17]3[C:18]([CH3:32])=[C:19]4[C:24](=[CH:25][CH:26]=3)[CH2:23][N:22]([CH2:27][C:28]([O:30]C)=[O:29])[CH2:21][CH2:20]4)[N:13]=2)[CH:5]=[CH:6][C:7]=1[O:8][CH:9]([CH3:11])[CH3:10].[OH-].[Na+].C(O)(=O)C.C(OCC)(=O)C, predict the reaction product. The product is: [Cl:1][C:2]1[CH:3]=[C:4]([C:12]2[O:16][N:15]=[C:14]([C:17]3[C:18]([CH3:32])=[C:19]4[C:24](=[CH:25][CH:26]=3)[CH2:23][N:22]([CH2:27][C:28]([OH:30])=[O:29])[CH2:21][CH2:20]4)[N:13]=2)[CH:5]=[CH:6][C:7]=1[O:8][CH:9]([CH3:10])[CH3:11].